From a dataset of Forward reaction prediction with 1.9M reactions from USPTO patents (1976-2016). Predict the product of the given reaction. (1) Given the reactants [C:1]([O:5][C:6]([N:8]1[CH2:13][CH2:12][CH:11]([CH2:14][NH2:15])[CH2:10][CH2:9]1)=[O:7])([CH3:4])([CH3:3])[CH3:2].[C:16]([N:24]=[C:25]=[S:26])(=O)C1C=CC=CC=1.C(=O)([O-])[O-].[K+].[K+].CO[CH:35](OC)[N:36](C)[CH3:37], predict the reaction product. The product is: [C:1]([O:5][C:6]([N:8]1[CH2:13][CH2:12][CH:11]([CH2:14][NH:15][C:25]([N:24]=[CH:16][N:36]([CH3:37])[CH3:35])=[S:26])[CH2:10][CH2:9]1)=[O:7])([CH3:4])([CH3:3])[CH3:2]. (2) Given the reactants C([O:3][C:4]([C:6]1([CH2:19][CH2:20][NH:21][C:22]2[C:23]([CH3:29])=[N:24][C:25]([Br:28])=[CH:26][CH:27]=2)[CH2:11][CH2:10][N:9]([C:12]([O:14][C:15]([CH3:18])([CH3:17])[CH3:16])=[O:13])[CH2:8][CH2:7]1)=O)C.CC(C)([O-])C.[K+], predict the reaction product. The product is: [C:15]([O:14][C:12]([N:9]1[CH2:10][CH2:11][C:6]2([C:4](=[O:3])[N:21]([C:22]3[C:23]([CH3:29])=[N:24][C:25]([Br:28])=[CH:26][CH:27]=3)[CH2:20][CH2:19]2)[CH2:7][CH2:8]1)=[O:13])([CH3:18])([CH3:17])[CH3:16]. (3) Given the reactants CN(C)CCCNC(C1C=C(C2C=CC(CSCCOC3C=CC=CC=3)=CC=2)C=CC=1)=O.[O:33]([CH2:40][CH2:41][S:42][CH2:43][C:44]1[CH:49]=[CH:48][CH:47]=[CH:46][C:45]=1[C:50]1[CH:55]=[CH:54][CH:53]=[C:52]([C:56](O)=[O:57])[CH:51]=1)[C:34]1[CH:39]=[CH:38][CH:37]=[CH:36][CH:35]=1.[CH3:59][N:60]([CH3:64])[CH2:61][CH2:62][NH2:63], predict the reaction product. The product is: [CH3:59][N:60]([CH3:64])[CH2:61][CH2:62][NH:63][C:56]([C:52]1[CH:51]=[C:50]([C:45]2[CH:46]=[CH:47][CH:48]=[CH:49][C:44]=2[CH2:43][S:42][CH2:41][CH2:40][O:33][C:34]2[CH:35]=[CH:36][CH:37]=[CH:38][CH:39]=2)[CH:55]=[CH:54][CH:53]=1)=[O:57]. (4) Given the reactants CS(O[CH:6]([C:25]1[CH:30]=[CH:29][C:28]([Cl:31])=[C:27]([N+:32]([O-:34])=[O:33])[CH:26]=1)[CH2:7][CH2:8][CH:9](OS(C)(=O)=O)[C:10]1[CH:15]=[CH:14][C:13]([Cl:16])=[C:12]([N+:17]([O-:19])=[O:18])[CH:11]=1)(=O)=O.[F:35][C:36]1[CH:42]=[CH:41][C:39]([NH2:40])=[CH:38][CH:37]=1, predict the reaction product. The product is: [Cl:16][C:13]1[CH:14]=[CH:15][C:10]([CH:9]2[CH2:8][CH2:7][CH:6]([C:25]3[CH:30]=[CH:29][C:28]([Cl:31])=[C:27]([N+:32]([O-:34])=[O:33])[CH:26]=3)[N:40]2[C:39]2[CH:41]=[CH:42][C:36]([F:35])=[CH:37][CH:38]=2)=[CH:11][C:12]=1[N+:17]([O-:19])=[O:18]. (5) Given the reactants Cl[C:2]1[CH:7]=[C:6]([O:8][C:9]2[CH:10]=[C:11]3[C:16](=[CH:17][CH:18]=2)[N:15]=[CH:14][CH:13]=[CH:12]3)[N:5]=[C:4]([NH2:19])[N:3]=1, predict the reaction product. The product is: [NH:15]1[C:16]2[C:11](=[CH:10][C:9]([O:8][C:6]3[CH:7]=[CH:2][N:3]=[C:4]([NH2:19])[N:5]=3)=[CH:18][CH:17]=2)[CH2:12][CH2:13][CH2:14]1.